This data is from Full USPTO retrosynthesis dataset with 1.9M reactions from patents (1976-2016). The task is: Predict the reactants needed to synthesize the given product. (1) Given the product [C:1]([O:5][CH2:6][CH:7]([CH2:18][CH3:19])[CH2:14][CH2:15][CH2:16][CH3:17])(=[O:4])[CH:2]=[CH2:3], predict the reactants needed to synthesize it. The reactants are: [C:1]([O:5][CH2:6][CH2:7]O)(=[O:4])[CH:2]=[CH2:3].C(O[CH2:14][CH2:15][CH2:16][CH3:17])(=O)C=C.[C:18](O)(=O)[CH:19]=C. (2) Given the product [N+:41]([C:40]1[CH:39]=[CH:38][C:37]([O:44][P:1]([NH:19][C@@H:18]([CH2:20][C:21]2[CH:22]=[CH:23][CH:24]=[CH:25][CH:26]=2)[C:17]([O:16][CH:13]([CH3:15])[CH3:14])=[O:27])([O:3][C:4]2[CH:9]=[CH:8][CH:7]=[CH:6][CH:5]=2)=[O:2])=[CH:36][CH:35]=1)([O-:43])=[O:42], predict the reactants needed to synthesize it. The reactants are: [P:1](Cl)(Cl)([O:3][C:4]1[CH:9]=[CH:8][CH:7]=[CH:6][CH:5]=1)=[O:2].Cl.[CH:13]([O:16][C:17](=[O:27])[C@H:18]([CH2:20][C:21]1[CH:26]=[CH:25][CH:24]=[CH:23][CH:22]=1)[NH2:19])([CH3:15])[CH3:14].C(N(CC)CC)C.[CH:35]1[C:40]([N+:41]([O-:43])=[O:42])=[CH:39][CH:38]=[C:37]([OH:44])[CH:36]=1. (3) Given the product [S:12]1[CH:13]=[CH:14][N:15]=[C:11]1[NH:10][C:2]1[N:7]=[CH:6][C:5]([CH2:8][OH:9])=[CH:4][CH:3]=1, predict the reactants needed to synthesize it. The reactants are: Cl[C:2]1[N:7]=[CH:6][C:5]([CH2:8][OH:9])=[CH:4][CH:3]=1.[NH2:10][C:11]1[S:12][CH:13]=[CH:14][N:15]=1.C(=O)([O-])[O-].[Na+].[Na+]. (4) Given the product [Br:11][CH:6]1[CH2:7][CH2:8][C:9]2[C:4](=[CH:3][NH:2][N:1]=2)[C:5]1=[O:10], predict the reactants needed to synthesize it. The reactants are: [N:1]1[NH:2][CH:3]=[C:4]2[C:9]=1[CH2:8][CH2:7][CH2:6][C:5]2=[O:10].[Br:11]Br. (5) The reactants are: Cl[C:2]1[CH:3]=[CH:4][C:5]2[C:11](=[O:12])[NH:10][C:9]3[CH:13]=[C:14]([C:17]([O:19][CH3:20])=[O:18])[CH:15]=[CH:16][C:8]=3[NH:7][C:6]=2[CH:21]=1.[CH3:22][O:23][C:24]1[CH:29]=[C:28](B2OC(C)(C)C(C)(C)O2)[CH:27]=[CH:26][C:25]=1[OH:39].[F-].[Cs+]. Given the product [OH:39][C:25]1[CH:26]=[CH:27][C:28]([C:2]2[CH:3]=[CH:4][C:5]3[C:11](=[O:12])[NH:10][C:9]4[CH:13]=[C:14]([C:17]([O:19][CH3:20])=[O:18])[CH:15]=[CH:16][C:8]=4[NH:7][C:6]=3[CH:21]=2)=[CH:29][C:24]=1[O:23][CH3:22], predict the reactants needed to synthesize it.